Dataset: Forward reaction prediction with 1.9M reactions from USPTO patents (1976-2016). Task: Predict the product of the given reaction. Given the reactants CN1CCOCC1.CCN=C=NCCCN(C)C.[Cl:19][C:20]1[CH:21]=[C:22]([CH:26]=[CH:27][CH:28]=1)[C:23]([OH:25])=O.Cl.[CH3:30][O:31][C:32](=[O:37])[C@H:33]([CH2:35][OH:36])[NH2:34].C1C=CC2N(O)N=NC=2C=1, predict the reaction product. The product is: [Cl:19][C:20]1[CH:21]=[C:22]([CH:26]=[CH:27][CH:28]=1)[C:23]([NH:34][CH:33]([CH2:35][OH:36])[C:32]([O:31][CH3:30])=[O:37])=[O:25].